From a dataset of Peptide-MHC class II binding affinity with 134,281 pairs from IEDB. Regression. Given a peptide amino acid sequence and an MHC pseudo amino acid sequence, predict their binding affinity value. This is MHC class II binding data. (1) The peptide sequence is GELQIVRKIDAAFKI. The MHC is DRB1_1501 with pseudo-sequence DRB1_1501. The binding affinity (normalized) is 0.664. (2) The peptide sequence is MSSKFPELGMNASHC. The MHC is DRB1_0301 with pseudo-sequence DRB1_0301. The binding affinity (normalized) is 0. (3) The peptide sequence is IRQAGVQYSRADEEQ. The MHC is DRB1_1501 with pseudo-sequence DRB1_1501. The binding affinity (normalized) is 0.0601. (4) The peptide sequence is EQQWNFAGIEAAASA. The MHC is HLA-DQA10501-DQB10301 with pseudo-sequence HLA-DQA10501-DQB10301. The binding affinity (normalized) is 0.681. (5) The peptide sequence is ALFYKLDVVPID. The MHC is HLA-DPA10201-DPB10501 with pseudo-sequence HLA-DPA10201-DPB10501. The binding affinity (normalized) is 0.199. (6) The peptide sequence is GELQIVDKIDAAFQI. The MHC is DRB1_1101 with pseudo-sequence DRB1_1101. The binding affinity (normalized) is 0.585.